Dataset: Peptide-MHC class II binding affinity with 134,281 pairs from IEDB. Task: Regression. Given a peptide amino acid sequence and an MHC pseudo amino acid sequence, predict their binding affinity value. This is MHC class II binding data. (1) The peptide sequence is RFFVWGDEVPLLTKF. The MHC is DRB1_1101 with pseudo-sequence DRB1_1101. The binding affinity (normalized) is 0.360. (2) The peptide sequence is SDANTEYERLLSMLN. The MHC is DRB5_0101 with pseudo-sequence DRB5_0101. The binding affinity (normalized) is 0.396. (3) The peptide sequence is SADFPQFKPEEITGI. The MHC is DRB3_0202 with pseudo-sequence DRB3_0202. The binding affinity (normalized) is 0. (4) The peptide sequence is PRFLEQVKHECHF. The MHC is DRB1_0401 with pseudo-sequence DRB1_0401. The binding affinity (normalized) is 0.301.